Task: Predict the reactants needed to synthesize the given product.. Dataset: Full USPTO retrosynthesis dataset with 1.9M reactions from patents (1976-2016) (1) Given the product [C:21]([O:25][C:26]([N:28]1[CH2:33][CH2:32][CH:31]([C:34]2[N:37]=[C:3]([CH2:2][OH:1])[O:5][N:35]=2)[CH2:30][CH2:29]1)=[O:27])([CH3:24])([CH3:22])[CH3:23], predict the reactants needed to synthesize it. The reactants are: [OH:1][CH2:2][C:3]([OH:5])=O.CCN(CC)CC.C(OC(Cl)=O)C(C)C.[C:21]([O:25][C:26]([N:28]1[CH2:33][CH2:32][CH:31]([C:34](=[NH:37])[NH:35]O)[CH2:30][CH2:29]1)=[O:27])([CH3:24])([CH3:23])[CH3:22].[OH-].[Na+]. (2) Given the product [NH2:42][C:4]1[C:3]2[C:7](=[C:8]([C:11]3[C:12]([C@@H:23]([NH:33][C:34](=[O:40])[O:35][C:36]([CH3:37])([CH3:39])[CH3:38])[CH2:24][C:25]4[CH:30]=[C:29]([F:31])[CH:28]=[C:27]([F:32])[CH:26]=4)=[N:13][C:14]([C:17]#[C:18][C:19]([OH:22])([CH3:20])[CH3:21])=[CH:15][CH:16]=3)[CH:9]=[CH:10][C:2]=2[C:48]#[N:47])[N:6]([CH3:41])[N:5]=1, predict the reactants needed to synthesize it. The reactants are: Cl[C:2]1[CH:10]=[CH:9][C:8]([C:11]2[C:12]([C@@H:23]([NH:33][C:34](=[O:40])[O:35][C:36]([CH3:39])([CH3:38])[CH3:37])[CH2:24][C:25]3[CH:30]=[C:29]([F:31])[CH:28]=[C:27]([F:32])[CH:26]=3)=[N:13][C:14]([C:17]#[C:18][C:19]([OH:22])([CH3:21])[CH3:20])=[CH:15][CH:16]=2)=[C:7]2[C:3]=1[C:4]([NH:42]S(C)(=O)=O)=[N:5][N:6]2[CH3:41].[NH2:47][C:48]1C2C(C#N)=CC=C(B3OC(C)(C)C(C)(C)O3)C=2N(C)N=1. (3) Given the product [NH2:8][CH:9]1[CH2:10][CH2:11][N:12]([C:15]([O:17][CH2:18][C:19]2[CH:24]=[C:23]([Cl:25])[CH:22]=[C:21]([Cl:26])[CH:20]=2)=[O:16])[CH2:13][CH2:14]1, predict the reactants needed to synthesize it. The reactants are: C(OC([NH:8][CH:9]1[CH2:14][CH2:13][N:12]([C:15]([O:17][CH2:18][C:19]2[CH:24]=[C:23]([Cl:25])[CH:22]=[C:21]([Cl:26])[CH:20]=2)=[O:16])[CH2:11][CH2:10]1)=O)(C)(C)C.Cl.O1CCOCC1. (4) Given the product [Cl:1][C:2]1[N:3]=[C:4]([O:12][C@@H:18]([C@H:20]2[CH2:21][N:22]([C@@H:26]([C:28]3[CH:29]=[CH:30][C:31]([O:34][CH3:35])=[CH:32][CH:33]=3)[CH3:27])[C:23](=[O:25])[CH2:24]2)[CH3:19])[C:5]2[N:6]([N:8]=[CH:9][C:10]=2[CH3:11])[CH:7]=1, predict the reactants needed to synthesize it. The reactants are: [Cl:1][C:2]1[N:3]=[C:4]([OH:12])[C:5]2[N:6]([N:8]=[CH:9][C:10]=2[CH3:11])[CH:7]=1.CS(O[C@H:18]([C@@H:20]1[CH2:24][C:23](=[O:25])[N:22]([C@@H:26]([C:28]2[CH:33]=[CH:32][C:31]([O:34][CH3:35])=[CH:30][CH:29]=2)[CH3:27])[CH2:21]1)[CH3:19])(=O)=O.C(=O)([O-])[O-].[Cs+].[Cs+].O. (5) The reactants are: [OH:1][C:2]1[CH:7]=[CH:6][N:5]2[N:8]=[C:9]([C:21]3[CH:26]=[CH:25][CH:24]=[CH:23][CH:22]=3)[C:10]([C:11]3[CH:12]=[CH:13][C:14](=[O:20])[N:15]([CH:17]([CH3:19])[CH3:18])[N:16]=3)=[C:4]2[CH:3]=1.C(N(CC)CC)C.[CH3:34][O:35][C:36]1[CH:41]=[CH:40][C:39]([S:42](Cl)(=[O:44])=[O:43])=[CH:38][CH:37]=1.Cl. Given the product [CH3:34][O:35][C:36]1[CH:37]=[CH:38][C:39]([S:42]([O:1][C:2]2[CH:7]=[CH:6][N:5]3[N:8]=[C:9]([C:21]4[CH:22]=[CH:23][CH:24]=[CH:25][CH:26]=4)[C:10]([C:11]4[CH:12]=[CH:13][C:14](=[O:20])[N:15]([CH:17]([CH3:19])[CH3:18])[N:16]=4)=[C:4]3[CH:3]=2)(=[O:44])=[O:43])=[CH:40][CH:41]=1, predict the reactants needed to synthesize it. (6) The reactants are: [Br:1][C:2]1[CH:3]=[CH:4][C:5]([OH:10])=[C:6]([CH:9]=1)[CH:7]=[O:8].[H-].[Na+].Br[CH2:14][C:15]([O:17][CH2:18][CH3:19])=[O:16].Cl. Given the product [CH2:18]([O:17][C:15](=[O:16])[CH2:14][O:10][C:5]1[CH:4]=[CH:3][C:2]([Br:1])=[CH:9][C:6]=1[CH:7]=[O:8])[CH3:19], predict the reactants needed to synthesize it. (7) Given the product [CH:17]([CH:10]([OH:9])[C:11]1[CH:16]=[CH:15][CH:14]=[CH:13][CH:12]=1)=[CH2:18], predict the reactants needed to synthesize it. The reactants are: [OH-].[K+].CO.O.C([O:9][CH:10]([CH:17]=[CH2:18])[C:11]1[CH:16]=[CH:15][CH:14]=[CH:13][CH:12]=1)(=O)C.